Dataset: Full USPTO retrosynthesis dataset with 1.9M reactions from patents (1976-2016). Task: Predict the reactants needed to synthesize the given product. (1) Given the product [OH:8][CH2:7][CH:4]1[CH2:5][CH2:6][N:1]([C:14]([O:13][C:10]([CH3:12])([CH3:11])[CH3:9])=[O:15])[CH2:2][CH2:3]1, predict the reactants needed to synthesize it. The reactants are: [NH:1]1[CH2:6][CH2:5][CH:4]([CH2:7][OH:8])[CH2:3][CH2:2]1.[CH3:9][C:10]([O:13][C:14](O[C:14]([O:13][C:10]([CH3:12])([CH3:11])[CH3:9])=[O:15])=[O:15])([CH3:12])[CH3:11].O. (2) The reactants are: [CH3:1][O:2][C:3]1[CH:12]=[CH:11][C:10]([CH:13]=O)=[C:9]2[C:4]=1[CH2:5][CH2:6][C:7](=[O:15])[NH:8]2.C(O)(=O)C. Given the product [CH3:1][O:2][C:3]1[CH:12]=[CH:11][C:10]([CH3:13])=[C:9]2[C:4]=1[CH2:5][CH2:6][C:7](=[O:15])[NH:8]2, predict the reactants needed to synthesize it. (3) The reactants are: [ClH:1].[CH3:2][N:3]([CH3:26])[CH:4]1[CH2:9][CH2:8][N:7]([C:10](=[O:25])[CH2:11][CH2:12][C:13]2[N:14]([CH2:18][C:19]([O:21][CH2:22][CH2:23][CH3:24])=[O:20])[CH:15]=[CH:16][N:17]=2)[CH2:6][CH2:5]1. Given the product [ClH:1].[CH3:26][N:3]([CH3:2])[CH:4]1[CH2:9][CH2:8][N:7]([C:10](=[O:25])[CH2:11][CH2:12][C:13]2[N:14]([CH2:18][C:19]([O:21][CH2:22][CH2:23][CH3:24])=[O:20])[CH:15]=[CH:16][N:17]=2)[CH2:6][CH2:5]1, predict the reactants needed to synthesize it. (4) Given the product [CH2:19]([O:18][C:16](=[O:17])[CH2:15][CH2:14][C:5]1[CH:4]=[C:3]([O:2][CH3:1])[C:8]([O:9][CH3:10])=[C:7]([NH2:11])[CH:6]=1)[CH3:20], predict the reactants needed to synthesize it. The reactants are: [CH3:1][O:2][C:3]1[CH:4]=[C:5](/[CH:14]=[CH:15]/[C:16]([O:18][CH2:19][CH3:20])=[O:17])[CH:6]=[C:7]([N+:11]([O-])=O)[C:8]=1[O:9][CH3:10]. (5) Given the product [NH:58]1[C:66]2[C:61](=[CH:62][C:63]([CH:67]([NH:69][C:16]([CH:4]3[CH2:3][N:2]([CH3:1])[C:7]4[CH:8]=[C:9]([C:12]([F:13])([F:14])[F:15])[CH:10]=[CH:11][C:6]=4[O:5]3)=[O:18])[CH3:68])=[CH:64][CH:65]=2)[CH:60]=[N:59]1, predict the reactants needed to synthesize it. The reactants are: [CH3:1][N:2]1[C:7]2[CH:8]=[C:9]([C:12]([F:15])([F:14])[F:13])[CH:10]=[CH:11][C:6]=2[O:5][CH:4]([C:16]([OH:18])=O)[CH2:3]1.CN(C(ON1N=NC2C=CC=CC1=2)=[N+](C)C)C.F[P-](F)(F)(F)(F)F.CCN(C(C)C)C(C)C.O1CCCCC1[N:58]1[C:66]2[C:61](=[CH:62][C:63]([CH:67]([NH2:69])[CH3:68])=[CH:64][CH:65]=2)[CH:60]=[N:59]1.C([O-])(O)=O.[Na+]. (6) Given the product [CH3:8][S:9][CH2:10][C:11]1[CH:12]=[C:13]([CH:14]=[C:15]([C:17]([F:18])([F:19])[F:20])[CH:16]=1)[NH2:21], predict the reactants needed to synthesize it. The reactants are: C(O)(C(F)(F)F)=O.[CH3:8][S:9][CH2:10][C:11]1[CH:12]=[C:13]([NH:21]C(=O)OC(C)(C)C)[CH:14]=[C:15]([C:17]([F:20])([F:19])[F:18])[CH:16]=1. (7) The reactants are: [ClH:1].Cl.[CH:3]([C@H:16]1[N:21]2[CH2:22][CH2:23][CH2:24][C@H:20]2[CH2:19][N:18]([CH2:25][C:26]2[CH:31]=[C:30](Br)[CH:29]=[CH:28][C:27]=2[O:33][CH3:34])[CH2:17]1)([C:10]1[CH:15]=[CH:14][CH:13]=[CH:12][CH:11]=1)[C:4]1[CH:9]=[CH:8][CH:7]=[CH:6][CH:5]=1.C(B(CC)[C:38]1[CH:39]=[N:40][CH:41]=[CH:42][CH:43]=1)C.[OH-].[K+].C(=O)([O-])O.[Na+]. Given the product [ClH:1].[ClH:1].[ClH:1].[CH:3]([C@H:16]1[N:21]2[CH2:22][CH2:23][CH2:24][C@H:20]2[CH2:19][N:18]([CH2:25][C:26]2[CH:31]=[C:30]([C:38]3[CH:39]=[N:40][CH:41]=[CH:42][CH:43]=3)[CH:29]=[CH:28][C:27]=2[O:33][CH3:34])[CH2:17]1)([C:10]1[CH:15]=[CH:14][CH:13]=[CH:12][CH:11]=1)[C:4]1[CH:9]=[CH:8][CH:7]=[CH:6][CH:5]=1, predict the reactants needed to synthesize it.